Predict the reaction yield, written as a fraction of the theoretical maximum amount of product (1.0 means a 100% yield; for example, 0.34 means a 34% yield). From a dataset of Reaction yield outcomes from USPTO patents with 853,638 reactions. (1) The reactants are [CH3:1][N:2]([CH2:7][C:8]1[N:9]([CH3:17])[C:10]2[C:15]([CH:16]=1)=[CH:14][CH:13]=[CH:12][CH:11]=2)[C:3](=[O:6])[CH:4]=[CH2:5].[C:18]1([NH:24][C:25]2[CH:30]=[CH:29][C:28](Br)=[CH:27][N:26]=2)[CH:23]=[CH:22][CH:21]=[CH:20][CH:19]=1.CCN(C(C)C)C(C)C.CC1C=CC=CC=1P(C1C=CC=CC=1C)C1C=CC=CC=1C. The catalyst is C(#N)CC.CC([O-])=O.CC([O-])=O.[Pd+2]. The product is [CH3:1][N:2]([CH2:7][C:8]1[N:9]([CH3:17])[C:10]2[C:15]([CH:16]=1)=[CH:14][CH:13]=[CH:12][CH:11]=2)[C:3](=[O:6])/[CH:4]=[CH:5]/[C:28]1[CH:27]=[N:26][C:25]([NH:24][C:18]2[CH:23]=[CH:22][CH:21]=[CH:20][CH:19]=2)=[CH:30][CH:29]=1. The yield is 0.690. (2) The reactants are Br[C:2]1[CH:3]=[C:4]([CH2:7][O:8][Si:9]([C:12]([CH3:15])([CH3:14])[CH3:13])([CH3:11])[CH3:10])[O:5][CH:6]=1.C([Li])CCC.CN(C)[CH:23]=[O:24].[Cl-].[NH4+]. The catalyst is O1CCCC1.CCCCCC.O. The product is [Si:9]([O:8][CH2:7][C:4]1[O:5][CH:6]=[C:2]([CH:23]=[O:24])[CH:3]=1)([C:12]([CH3:15])([CH3:14])[CH3:13])([CH3:11])[CH3:10]. The yield is 0.550. (3) The reactants are C[Si]([N-][Si](C)(C)C)(C)C.[Li+].[CH3:11][CH:12]([C@H:14]1[CH2:19][O:18][C:16](=[O:17])[CH2:15]1)[CH3:13].[CH2:20](I)[C:21]1[CH:26]=[CH:25][CH:24]=[CH:23][CH:22]=1. The catalyst is C1COCC1. The product is [CH2:20]([C@@H:15]1[C@@H:14]([CH:12]([CH3:13])[CH3:11])[CH2:19][O:18][C:16]1=[O:17])[C:21]1[CH:26]=[CH:25][CH:24]=[CH:23][CH:22]=1. The yield is 0.580. (4) The reactants are [CH3:1][NH:2][N:3]=[CH:4][C:5](=[O:7])[CH3:6].[CH2:8]([C:13]1[CH:18]=[CH:17][C:16]([C:19](=O)[CH:20]=[O:21])=[CH:15][CH:14]=1)[CH2:9][CH2:10][CH2:11][CH3:12]. The catalyst is C(O)(=O)C. The product is [CH2:8]([C:13]1[CH:18]=[CH:17][C:16]([C:19]2[N:2]([CH3:1])[N:3]=[C:4]([C:5](=[O:7])[CH3:6])[C:20]=2[OH:21])=[CH:15][CH:14]=1)[CH2:9][CH2:10][CH2:11][CH3:12]. The yield is 0.103.